Dataset: Reaction yield outcomes from USPTO patents with 853,638 reactions. Task: Predict the reaction yield, written as a fraction of the theoretical maximum amount of product (1.0 means a 100% yield; for example, 0.34 means a 34% yield). (1) The reactants are C1(P([N:15]=[N+:16]=[N-:17])(C2C=CC=CC=2)=O)C=CC=CC=1.N12CCCN=C1CCCCC2.[NH2:29][C:30]([NH:32][C:33]1[NH:34][C:35]2[C:40]([C:41]=1[C:42]([NH2:44])=[O:43])=[CH:39][CH:38]=[C:37]([CH2:45]O)[CH:36]=2)=[O:31].O. The catalyst is O1CCCC1. The product is [NH2:29][C:30]([NH:32][C:33]1[NH:34][C:35]2[C:40]([C:41]=1[C:42]([NH2:44])=[O:43])=[CH:39][CH:38]=[C:37]([CH2:45][N:15]=[N+:16]=[N-:17])[CH:36]=2)=[O:31]. The yield is 0.110. (2) The reactants are [NH2:1][C:2]1[N:7]=[CH:6][N:5]=[C:4]2[N:8]([CH:12]([C:14]3[CH:21]=[C:20]([Cl:22])[C:17]([C:18]#[N:19])=[C:16]([CH:23]4[CH2:26][NH:25][CH2:24]4)[C:15]=3[O:27][CH2:28][CH3:29])[CH3:13])[N:9]=[C:10]([CH3:11])[C:3]=12.[CH3:30][C@H:31]1[CH2:33][O:32]1. The catalyst is C(O)C.CO. The product is [NH2:1][C:2]1[N:7]=[CH:6][N:5]=[C:4]2[N:8]([CH:12]([C:14]3[CH:21]=[C:20]([Cl:22])[C:17]([C:18]#[N:19])=[C:16]([CH:23]4[CH2:24][N:25]([CH2:30][C@@H:31]([OH:32])[CH3:33])[CH2:26]4)[C:15]=3[O:27][CH2:28][CH3:29])[CH3:13])[N:9]=[C:10]([CH3:11])[C:3]=12. The yield is 0.470. (3) The reactants are [OH:1][C:2]12[C:13]3[C:8](=[C:9]([N+:14]([O-])=O)[CH:10]=[CH:11][CH:12]=3)[C:7](=[O:17])[C:6]1([NH:18][C:19]([C:21]1[O:22][C:23]3[CH:29]=[CH:28][CH:27]=[CH:26][C:24]=3[CH:25]=1)=[O:20])[C:5]1[CH:30]=[CH:31][C:32]([CH:34]([CH3:36])[CH3:35])=[CH:33][C:4]=1[O:3]2.O. The catalyst is Cl.C(O)C.[Fe]. The product is [NH2:14][C:9]1[CH:10]=[CH:11][CH:12]=[C:13]2[C:8]=1[C:7](=[O:17])[C:6]1([NH:18][C:19]([C:21]3[O:22][C:23]4[CH:29]=[CH:28][CH:27]=[CH:26][C:24]=4[CH:25]=3)=[O:20])[C:5]3[CH:30]=[CH:31][C:32]([CH:34]([CH3:36])[CH3:35])=[CH:33][C:4]=3[O:3][C:2]12[OH:1]. The yield is 0.630.